Task: Predict the reactants needed to synthesize the given product.. Dataset: Full USPTO retrosynthesis dataset with 1.9M reactions from patents (1976-2016) (1) The reactants are: [Cl:1][C:2]1[CH:7]=[CH:6][C:5]([CH2:8][C@@H:9]([NH:27][C:28]([C@@H:30]2[CH2:39][C:38]3[C:33](=[CH:34][CH:35]=[CH:36][CH:37]=3)[CH2:32][N:31]2C(OC(C)(C)C)=O)=[O:29])[C:10]([N:12]2[CH2:17][CH2:16][CH:15]([C:18]3[CH:23]=[CH:22][CH:21]=[CH:20][C:19]=3[CH2:24][CH2:25][OH:26])[CH2:14][CH2:13]2)=[O:11])=[CH:4][CH:3]=1.C(O)(C(F)(F)F)=O. Given the product [Cl:1][C:2]1[CH:3]=[CH:4][C:5]([CH2:8][C@@H:9]([NH:27][C:28]([C@@H:30]2[CH2:39][C:38]3[C:33](=[CH:34][CH:35]=[CH:36][CH:37]=3)[CH2:32][NH:31]2)=[O:29])[C:10]([N:12]2[CH2:17][CH2:16][CH:15]([C:18]3[CH:23]=[CH:22][CH:21]=[CH:20][C:19]=3[CH2:24][CH2:25][OH:26])[CH2:14][CH2:13]2)=[O:11])=[CH:6][CH:7]=1, predict the reactants needed to synthesize it. (2) Given the product [Cl:1][C:2]1[CH:3]=[CH:4][C:5]([C:8]2([C:13]3[CH:14]=[CH:15][C:16]4=[N:19][O:21][C:29]([C:25]5[CH:26]=[CH:27][CH:28]=[C:23]([I:22])[CH:24]=5)=[C:17]4[CH:18]=3)[O:9][CH2:10][CH2:11][O:12]2)=[CH:6][CH:7]=1, predict the reactants needed to synthesize it. The reactants are: [Cl:1][C:2]1[CH:7]=[CH:6][C:5]([C:8]2([C:13]3[CH:18]=[CH:17][C:16]([N+:19]([O-:21])=O)=[CH:15][CH:14]=3)[O:12][CH2:11][CH2:10][O:9]2)=[CH:4][CH:3]=1.[I:22][C:23]1[CH:24]=[C:25]([CH2:29]C#N)[CH:26]=[CH:27][CH:28]=1.[OH-].[Na+].